From a dataset of Peptide-MHC class I binding affinity with 185,985 pairs from IEDB/IMGT. Regression. Given a peptide amino acid sequence and an MHC pseudo amino acid sequence, predict their binding affinity value. This is MHC class I binding data. The peptide sequence is AEMVAKYDL. The MHC is HLA-A02:11 with pseudo-sequence HLA-A02:11. The binding affinity (normalized) is 0.0847.